The task is: Predict which catalyst facilitates the given reaction.. This data is from Catalyst prediction with 721,799 reactions and 888 catalyst types from USPTO. (1) Reactant: [CH2:1]([O:3][C:4](=[O:27])[N:5]([C:13]1[CH:18]=[C:17]([C:19]([F:22])([F:21])[F:20])[N:16]=[C:15](Cl)[C:14]=1[N+:24]([O-:26])=[O:25])[CH2:6][C:7]1[CH:12]=[CH:11][CH:10]=[CH:9][CH:8]=1)[CH3:2].[NH3:28]. Product: [CH2:1]([O:3][C:4](=[O:27])[N:5]([C:13]1[CH:18]=[C:17]([C:19]([F:22])([F:21])[F:20])[N:16]=[C:15]([NH2:28])[C:14]=1[N+:24]([O-:26])=[O:25])[CH2:6][C:7]1[CH:12]=[CH:11][CH:10]=[CH:9][CH:8]=1)[CH3:2]. The catalyst class is: 7. (2) Reactant: Cl[C:2]1[CH:7]=[CH:6][N:5]=[C:4]([NH2:8])[CH:3]=1.[CH3:9][S-:10].[Na+]. Product: [CH3:9][S:10][C:2]1[CH:7]=[CH:6][N:5]=[C:4]([NH2:8])[CH:3]=1. The catalyst class is: 40. (3) Reactant: [C@H]12C[C@H](N([CH2:7][C@@H:8]3[CH2:11][C@H:10]([N:12]4[C:16]5[N:17]=[CH:18][N:19]=[C:20]([NH2:21])[C:15]=5[C:14]([I:22])=[CH:13]4)[CH2:9]3)C1)CS2.[CH:24]12[CH2:30][CH:27]([NH:28][CH2:29]1)[CH2:26][S:25]2(=[O:32])=[O:31]. Product: [NH2:21][C:20]1[C:15]2[C:14]([I:22])=[CH:13][N:12]([C@@H:10]3[CH2:11][C@H:8]([CH2:7][N:28]4[CH2:29][C@@H:24]5[CH2:30][C@H:27]4[CH2:26][S:25]5(=[O:32])=[O:31])[CH2:9]3)[C:16]=2[N:17]=[CH:18][N:19]=1. The catalyst class is: 5. (4) Reactant: [F:1][C:2]1[CH:21]=[CH:20][CH:19]=[CH:18][C:3]=1[C:4]([NH:6][C:7]1[CH:12]=[CH:11][C:10]([C:13]([NH:15][NH2:16])=[O:14])=[C:9]([F:17])[CH:8]=1)=[O:5].[N:22]([CH2:25][CH2:26][CH2:27][CH2:28][N:29]1[CH2:34][CH2:33][O:32][CH2:31][CH2:30]1)=[C:23]=[S:24]. Product: [F:1][C:2]1[CH:21]=[CH:20][CH:19]=[CH:18][C:3]=1[C:4]([NH:6][C:7]1[CH:12]=[CH:11][C:10]([C:13]([NH:15][NH:16][C:23]([NH:22][CH2:25][CH2:26][CH2:27][CH2:28][N:29]2[CH2:30][CH2:31][O:32][CH2:33][CH2:34]2)=[S:24])=[O:14])=[C:9]([F:17])[CH:8]=1)=[O:5]. The catalyst class is: 1. (5) Reactant: [NH:1]1[C:9]2[C:4](=[CH:5][CH:6]=[CH:7][CH:8]=2)[CH:3]=[N:2]1.[CH2:10]1[O:13][C@H:11]1[CH3:12].CC(C)([O-])C.[K+].CC(O)(C)C. Product: [N:1]1([CH2:10][C@H:11]([CH3:12])[OH:13])[C:9]2[C:4](=[CH:5][CH:6]=[CH:7][CH:8]=2)[CH:3]=[N:2]1. The catalyst class is: 1. (6) Product: [F:1][C:2]1[CH:3]=[CH:4][C:5]([C:6]([N:8]([CH2:15][C:16]2[CH:21]=[C:20]([C:22]3[CH:49]=[CH:48][C:25]4[N:26]([C:29]([C:36]5[CH:41]=[CH:40][CH:39]=[CH:38][CH:37]=5)([C:42]5[CH:43]=[CH:44][CH:45]=[CH:46][CH:47]=5)[C:30]5[CH:35]=[CH:34][CH:33]=[CH:32][CH:31]=5)[N:27]=[N:28][C:24]=4[CH:23]=3)[CH:19]=[CH:18][C:17]=2[F:50])[CH:9]2[CH2:14][CH2:13][N:12]([CH:53]([CH3:55])[CH3:54])[CH2:11][CH2:10]2)=[O:7])=[CH:51][CH:52]=1. Reactant: [F:1][C:2]1[CH:52]=[CH:51][C:5]([C:6]([N:8]([CH2:15][C:16]2[CH:21]=[C:20]([C:22]3[CH:49]=[CH:48][C:25]4[N:26]([C:29]([C:42]5[CH:47]=[CH:46][CH:45]=[CH:44][CH:43]=5)([C:36]5[CH:41]=[CH:40][CH:39]=[CH:38][CH:37]=5)[C:30]5[CH:35]=[CH:34][CH:33]=[CH:32][CH:31]=5)[N:27]=[N:28][C:24]=4[CH:23]=3)[CH:19]=[CH:18][C:17]=2[F:50])[CH:9]2[CH2:14][CH2:13][NH:12][CH2:11][CH2:10]2)=[O:7])=[CH:4][CH:3]=1.[CH:53](I)([CH3:55])[CH3:54].C(=O)([O-])[O-].[K+].[K+]. The catalyst class is: 18. (7) Reactant: [CH3:1][CH:2]([CH2:4][CH2:5][CH2:6][C@H:7]([C@@H:9]1[C@:26]2([CH3:27])[C@H:12]([C@H:13]3[C@H:23]([CH2:24][CH2:25]2)[C@:21]2([CH3:22])[C:16]([CH2:17][C@@H:18](O)[CH2:19][CH2:20]2)=[CH:15][CH2:14]3)[CH2:11][CH2:10]1)[CH3:8])[CH3:3].CC(CCC[C@H]([C@@H]1[C@]2(C)[C@H]([C@H]3[C@H](CC2)[C@]2(C)C(C[C@@H](NCCCNC(=O)CCNC(=O)CCNC(=O)CCCCCNC4C=CC([N+]([O-])=O)=CC=4[N+]([O-])=O)CC2)=CC3)CC1)C)C.[Si]([N:95]=[N+:96]=[N-:97])(C)(C)C.B(F)(F)F.CCOCC. Product: [N:95]([C@H:18]1[CH2:19][CH2:20][C@@:21]2([CH3:22])[C:16](=[CH:15][CH2:14][C@@H:13]3[C@@H:23]2[CH2:24][CH2:25][C@@:26]2([CH3:27])[C@H:12]3[CH2:11][CH2:10][C@@H:9]2[C@H:7]([CH3:8])[CH2:6][CH2:5][CH2:4][CH:2]([CH3:3])[CH3:1])[CH2:17]1)=[N+:96]=[N-:97]. The catalyst class is: 2. (8) Reactant: [CH2:1]([O:8][C:9]1[CH:13]=[C:12]([C:14]([O:16]C)=[O:15])[N:11]([CH3:18])[N:10]=1)[C:2]1[CH:7]=[CH:6][CH:5]=[CH:4][CH:3]=1.[OH-].[Na+].Cl. The catalyst class is: 5. Product: [CH2:1]([O:8][C:9]1[CH:13]=[C:12]([C:14]([OH:16])=[O:15])[N:11]([CH3:18])[N:10]=1)[C:2]1[CH:7]=[CH:6][CH:5]=[CH:4][CH:3]=1. (9) Reactant: [CH3:1][C:2]1([CH2:7][CH2:8][N:9]2[C:17](=[O:18])[C:16]3[C:11](=[CH:12][CH:13]=[CH:14][C:15]=3[N+:19]([O-:21])=[O:20])[C:10]2=[O:22])[O:6][CH2:5][CH2:4][O:3]1.[BH4-].[Na+].[OH-].[Na+]. Product: [OH:18][CH:17]1[C:16]2[C:11](=[CH:12][CH:13]=[CH:14][C:15]=2[N+:19]([O-:21])=[O:20])[C:10](=[O:22])[N:9]1[CH2:8][CH2:7][C:2]1([CH3:1])[O:6][CH2:5][CH2:4][O:3]1. The catalyst class is: 36.